From a dataset of Catalyst prediction with 721,799 reactions and 888 catalyst types from USPTO. Predict which catalyst facilitates the given reaction. Reactant: [CH3:1][C:2]1[N:6]([CH2:7][C:8]2[C:17]3[C:12](=[CH:13][CH:14]=[CH:15][CH:16]=3)[CH:11]=[CH:10][CH:9]=2)[C:5]2[CH:18]=[C:19]([N:24]3[CH2:29][CH2:28][O:27][CH2:26][CH2:25]3)[CH:20]=[C:21]([C:22]#[N:23])[C:4]=2[N:3]=1.[C:30]([NH:33][NH2:34])(=O)[CH3:31].C(=O)([O-])[O-].[K+].[K+].C(Cl)Cl. Product: [CH3:1][C:2]1[N:6]([CH2:7][C:8]2[C:17]3[C:12](=[CH:13][CH:14]=[CH:15][CH:16]=3)[CH:11]=[CH:10][CH:9]=2)[C:5]2[CH:18]=[C:19]([N:24]3[CH2:29][CH2:28][O:27][CH2:26][CH2:25]3)[CH:20]=[C:21]([C:22]3[NH:34][N:33]=[C:30]([CH3:31])[N:23]=3)[C:4]=2[N:3]=1. The catalyst class is: 729.